This data is from Full USPTO retrosynthesis dataset with 1.9M reactions from patents (1976-2016). The task is: Predict the reactants needed to synthesize the given product. Given the product [Br:1][C:2]1[N:3]([CH2:17][O:18][CH2:19][CH2:20][Si:21]([CH3:24])([CH3:23])[CH3:22])[N:4]=[C:5]2[C:10]=1[CH:9]=[C:8]([C:11]([F:14])([F:13])[F:12])[CH:7]=[C:6]2[CH:15]=[O:16], predict the reactants needed to synthesize it. The reactants are: [Br:1][C:2]1[N:3]([CH2:17][O:18][CH2:19][CH2:20][Si:21]([CH3:24])([CH3:23])[CH3:22])[N:4]=[C:5]2[C:10]=1[CH:9]=[C:8]([C:11]([F:14])([F:13])[F:12])[CH:7]=[C:6]2[CH:15]=[O:16].BrC1N(COCC[Si](C)(C)C)N=C2C=1C=C(C(F)(F)F)C=C2CO.[BH4-].[Na+].